Dataset: NCI-60 drug combinations with 297,098 pairs across 59 cell lines. Task: Regression. Given two drug SMILES strings and cell line genomic features, predict the synergy score measuring deviation from expected non-interaction effect. (1) Drug 1: CC1=C(C(=CC=C1)Cl)NC(=O)C2=CN=C(S2)NC3=CC(=NC(=N3)C)N4CCN(CC4)CCO. Drug 2: CN(CCCl)CCCl.Cl. Cell line: T-47D. Synergy scores: CSS=33.5, Synergy_ZIP=-8.59, Synergy_Bliss=-2.24, Synergy_Loewe=0.305, Synergy_HSA=0.840. (2) Drug 1: CC12CCC3C(C1CCC2=O)CC(=C)C4=CC(=O)C=CC34C. Drug 2: CC1CCC2CC(C(=CC=CC=CC(CC(C(=O)C(C(C(=CC(C(=O)CC(OC(=O)C3CCCCN3C(=O)C(=O)C1(O2)O)C(C)CC4CCC(C(C4)OC)O)C)C)O)OC)C)C)C)OC. Cell line: NCI-H226. Synergy scores: CSS=38.7, Synergy_ZIP=-4.38, Synergy_Bliss=0.565, Synergy_Loewe=-6.21, Synergy_HSA=2.23. (3) Drug 1: CC1C(C(CC(O1)OC2CC(CC3=C2C(=C4C(=C3O)C(=O)C5=C(C4=O)C(=CC=C5)OC)O)(C(=O)C)O)N)O.Cl. Drug 2: C1=NC2=C(N=C(N=C2N1C3C(C(C(O3)CO)O)O)F)N. Cell line: OVCAR3. Synergy scores: CSS=20.6, Synergy_ZIP=-3.95, Synergy_Bliss=0.00655, Synergy_Loewe=-8.55, Synergy_HSA=-1.23. (4) Drug 1: C1CCN(CC1)CCOC2=CC=C(C=C2)C(=O)C3=C(SC4=C3C=CC(=C4)O)C5=CC=C(C=C5)O. Drug 2: C1=NC2=C(N=C(N=C2N1C3C(C(C(O3)CO)O)O)F)N. Cell line: CAKI-1. Synergy scores: CSS=18.0, Synergy_ZIP=-3.69, Synergy_Bliss=-1.67, Synergy_Loewe=-0.712, Synergy_HSA=-1.23. (5) Drug 1: CN(CC1=CN=C2C(=N1)C(=NC(=N2)N)N)C3=CC=C(C=C3)C(=O)NC(CCC(=O)O)C(=O)O. Drug 2: C(CCl)NC(=O)N(CCCl)N=O. Cell line: SK-MEL-5. Synergy scores: CSS=39.6, Synergy_ZIP=-3.66, Synergy_Bliss=-3.98, Synergy_Loewe=-20.6, Synergy_HSA=-5.21.